This data is from Forward reaction prediction with 1.9M reactions from USPTO patents (1976-2016). The task is: Predict the product of the given reaction. (1) Given the reactants [CH3:1][C:2]1[NH:3][C:4]2[C:9]([C:10]=1[CH3:11])=[CH:8][C:7]([O:12][C:13]1[C:22]3[C:17](=[CH:18][C:19]([OH:25])=[C:20]([O:23][CH3:24])[CH:21]=3)[N:16]=[CH:15][N:14]=1)=[CH:6][CH:5]=2.[CH3:26][N:27]([CH3:31])[CH2:28][CH2:29]O, predict the reaction product. The product is: [CH3:26][N:27]([CH2:28][CH2:29][O:25][C:19]1[CH:18]=[C:17]2[C:22]([C:13]([O:12][C:7]3[CH:8]=[C:9]4[C:4](=[CH:5][CH:6]=3)[NH:3][C:2]([CH3:1])=[C:10]4[CH3:11])=[N:14][CH:15]=[N:16]2)=[CH:21][C:20]=1[O:23][CH3:24])[CH3:31]. (2) Given the reactants [CH2:1]([N:5]1[C:9](=[O:10])[C:8]2([CH2:15][CH2:14][NH:13][CH2:12][CH2:11]2)[N:7]([CH2:16][CH2:17][C:18]2[CH:23]=[CH:22][C:21]([O:24][CH3:25])=[CH:20][CH:19]=2)[C:6]1=[O:26])[CH:2]([CH3:4])[CH3:3].[CH3:27][O:28][C:29](=[O:41])[C:30]([O:33][C:34]1[CH:39]=[CH:38][N:37]=[C:36](Cl)[N:35]=1)([CH3:32])[CH3:31].C(N(C(C)C)CC)(C)C, predict the reaction product. The product is: [CH3:27][O:28][C:29](=[O:41])[C:30]([O:33][C:34]1[CH:39]=[CH:38][N:37]=[C:36]([N:13]2[CH2:12][CH2:11][C:8]3([N:7]([CH2:16][CH2:17][C:18]4[CH:23]=[CH:22][C:21]([O:24][CH3:25])=[CH:20][CH:19]=4)[C:6](=[O:26])[N:5]([CH2:1][CH:2]([CH3:3])[CH3:4])[C:9]3=[O:10])[CH2:15][CH2:14]2)[N:35]=1)([CH3:32])[CH3:31]. (3) Given the reactants [Cl:1][C:2]1[CH:7]=[C:6]([F:8])[CH:5]=[CH:4][C:3]=1[C@H:9]1[C:14]([C:15]([O:17][CH3:18])=[O:16])=[C:13]([CH2:19][N:20]2[CH:25]3[CH2:26][NH:27][CH2:28][CH:21]2[CH2:22][O:23][CH2:24]3)[NH:12][C:11]([C:29]2[S:30][CH:31]=[CH:32][N:33]=2)=[N:10]1.C[O:35][C:36]([C:38]1[C@H:39](C2C=CC(F)=CC=2Cl)N=C(C2SC=CN=2)N[C:43]=1CN1C2CN(C(=O)C)CC1COC2)=[O:37].CN([C:73]([O:77]N1N=NC2C=CC=NC1=2)=[N+](C)C)C.F[P-](F)(F)(F)(F)F.C(N(CC)CC)C, predict the reaction product. The product is: [Cl:1][C:2]1[CH:7]=[C:6]([F:8])[CH:5]=[CH:4][C:3]=1[C@H:9]1[C:14]([C:15]([O:17][CH3:18])=[O:16])=[C:13]([CH2:19][N:20]2[C@@H:25]3[CH2:26][N:27]([C:73](=[O:77])[C:38]([CH3:43])([CH3:39])[C:36]([OH:35])=[O:37])[CH2:28][C@H:21]2[CH2:22][O:23][CH2:24]3)[NH:12][C:11]([C:29]2[S:30][CH:31]=[CH:32][N:33]=2)=[N:10]1. (4) Given the reactants [F:1][CH:2]([F:22])[C:3]1[NH:7][C:6]2[C:8]([C:18]([O:20][CH3:21])=[O:19])=[CH:9][C:10]([N:12]3[CH2:17][CH2:16][O:15][CH2:14][CH2:13]3)=[CH:11][C:5]=2[N:4]=1.C([O-])([O-])=O.[K+].[K+].Br[CH2:30][C:31]1[CH:36]=[CH:35][CH:34]=[C:33]([Cl:37])[C:32]=1[Cl:38], predict the reaction product. The product is: [Cl:38][C:32]1[C:33]([Cl:37])=[CH:34][CH:35]=[CH:36][C:31]=1[CH2:30][N:4]1[C:5]2[CH:11]=[C:10]([N:12]3[CH2:17][CH2:16][O:15][CH2:14][CH2:13]3)[CH:9]=[C:8]([C:18]([O:20][CH3:21])=[O:19])[C:6]=2[N:7]=[C:3]1[CH:2]([F:1])[F:22]. (5) Given the reactants Cl[C:2]1[C:7]2[N:8]=[C:9]([N:19]3[CH2:24][CH2:23][O:22][CH2:21][CH2:20]3)[N:10]=[C:11]([C:12]3[CH:17]=[CH:16][CH:15]=[C:14]([OH:18])[CH:13]=3)[C:6]=2[N:5]=[C:4]([C:25]([OH:27])=[O:26])[CH:3]=1.[C:28]1(B(O)O)[C:37]2[C:32](=[CH:33][CH:34]=[CH:35][CH:36]=2)[CH:31]=[CH:30][CH:29]=1.C(=O)([O-])[O-].[Cs+].[Cs+], predict the reaction product. The product is: [OH:18][C:14]1[CH:13]=[C:12]([C:11]2[C:6]3[N:5]=[C:4]([C:25]([OH:27])=[O:26])[CH:3]=[C:2]([C:36]4[C:37]5[C:32](=[CH:31][CH:30]=[CH:29][CH:28]=5)[CH:33]=[CH:34][CH:35]=4)[C:7]=3[N:8]=[C:9]([N:19]3[CH2:24][CH2:23][O:22][CH2:21][CH2:20]3)[N:10]=2)[CH:17]=[CH:16][CH:15]=1. (6) Given the reactants Br[C:2]1[CH:3]=[C:4]([CH:19]=[CH:20][C:21]=1[N:22]1[CH2:26][C@H:25]([OH:27])[C@@H:24]([OH:28])[CH2:23]1)[C:5]([NH:7][C:8]1[CH:13]=[CH:12][C:11]([O:14][C:15]([F:18])([F:17])[F:16])=[CH:10][CH:9]=1)=[O:6].C(OC([N:36]1[C:40]([C:41]#[N:42])=[CH:39][CH:38]=[C:37]1B(O)O)=O)(C)(C)C.C([O-])([O-])=O.[Na+].[Na+].COCCOC, predict the reaction product. The product is: [C:41]([C:40]1[NH:36][C:37]([C:2]2[CH:3]=[C:4]([CH:19]=[CH:20][C:21]=2[N:22]2[CH2:23][C@H:24]([OH:28])[C@@H:25]([OH:27])[CH2:26]2)[C:5]([NH:7][C:8]2[CH:13]=[CH:12][C:11]([O:14][C:15]([F:17])([F:18])[F:16])=[CH:10][CH:9]=2)=[O:6])=[CH:38][CH:39]=1)#[N:42].